Dataset: Forward reaction prediction with 1.9M reactions from USPTO patents (1976-2016). Task: Predict the product of the given reaction. (1) The product is: [F:1][C@@H:2]1[C@@H:6]([CH2:7][O:8][C:9](=[O:20])[CH2:10][CH2:11][C:12]([O:14][CH:15]([CH2:16][OH:17])[CH2:18][O:19][C:47](=[O:48])[C@H:43]([CH:44]([CH3:45])[CH3:46])[NH:42][C:32]([O:34][CH2:35][C:36]2[CH:41]=[CH:40][CH:39]=[CH:38][CH:37]=2)=[O:33])=[O:13])[O:5][C@@H:4]([N:21]2[C:31]3[N:30]=[C:28]([NH2:29])[NH:27][C:25](=[O:26])[C:24]=3[N:23]=[CH:22]2)[CH2:3]1. Given the reactants [F:1][C@@H:2]1[C@@H:6]([CH2:7][O:8][C:9](=[O:20])[CH2:10][CH2:11][C:12]([O:14][CH:15]([CH2:18][OH:19])[CH2:16][OH:17])=[O:13])[O:5][C@@H:4]([N:21]2[C:31]3[N:30]=[C:28]([NH2:29])[NH:27][C:25](=[O:26])[C:24]=3[N:23]=[CH:22]2)[CH2:3]1.[C:32]([NH:42][C@H:43]([C:47](O)=[O:48])[CH:44]([CH3:46])[CH3:45])([O:34][CH2:35][C:36]1[CH:41]=[CH:40][CH:39]=[CH:38][CH:37]=1)=[O:33].C1C=CC2N(O)N=NC=2C=1.C1CCC(N=C=NC2CCCCC2)CC1, predict the reaction product. (2) Given the reactants [C:1]([C:4]1[C:5](Cl)=[N:6][C:7]([S:33][CH3:34])=[CH:8][C:9]=1[NH:10][C:11]1[CH:16]=[CH:15][C:14]([N:17]2[CH2:22][CH2:21][N:20]([C:23]([O:25][C:26]([CH3:29])([CH3:28])[CH3:27])=[O:24])[CH2:19][CH2:18]2)=[CH:13][C:12]=1[S:30]([CH3:32])=[O:31])(=[O:3])[NH2:2].[NH3:36], predict the reaction product. The product is: [NH2:36][C:5]1[C:4]([C:1](=[O:3])[NH2:2])=[C:9]([NH:10][C:11]2[CH:16]=[CH:15][C:14]([N:17]3[CH2:22][CH2:21][N:20]([C:23]([O:25][C:26]([CH3:28])([CH3:27])[CH3:29])=[O:24])[CH2:19][CH2:18]3)=[CH:13][C:12]=2[S:30]([CH3:32])=[O:31])[CH:8]=[C:7]([S:33][CH3:34])[N:6]=1. (3) Given the reactants [Br:1][C:2]1[CH:10]=[C:9]([CH3:11])[CH:8]=[CH:7][C:3]=1[C:4]([OH:6])=[O:5].S(=O)(=O)(O)O.[CH3:17]O, predict the reaction product. The product is: [CH3:17][O:5][C:4](=[O:6])[C:3]1[CH:7]=[CH:8][C:9]([CH3:11])=[CH:10][C:2]=1[Br:1]. (4) Given the reactants [C:1]([O:5][C:6]([N:8]1[CH2:11][CH:10]([CH2:12][NH2:13])[CH2:9]1)=[O:7])([CH3:4])([CH3:3])[CH3:2].[Cl:14][C:15]1[CH:22]=[C:21]([Cl:23])[CH:20]=[CH:19][C:16]=1[CH:17]=O.C(O)(=O)C.C(O[BH-](OC(=O)C)OC(=O)C)(=O)C.[Na+].[OH-].[Na+], predict the reaction product. The product is: [C:1]([O:5][C:6]([N:8]1[CH2:11][CH:10]([CH2:12][NH:13][CH2:17][C:16]2[CH:19]=[CH:20][C:21]([Cl:23])=[CH:22][C:15]=2[Cl:14])[CH2:9]1)=[O:7])([CH3:4])([CH3:3])[CH3:2]. (5) Given the reactants C(S([NH:7][C@@:8]([C:19]1[CH:24]=[C:23]([F:25])[CH:22]=[C:21]([F:26])[CH:20]=1)([CH3:18])[CH2:9][CH2:10][C:11]([CH3:17])([CH3:16])[C:12](OC)=[O:13])=O)(C)(C)C.Cl.C(N(CC)CC)C.C1(C)C=CC=CC=1, predict the reaction product. The product is: [F:26][C:21]1[CH:20]=[C:19]([C@@:8]2([CH3:18])[NH:7][C:12](=[O:13])[C:11]([CH3:17])([CH3:16])[CH2:10][CH2:9]2)[CH:24]=[C:23]([F:25])[CH:22]=1. (6) Given the reactants [O:1]1[CH:5]=[CH:4][C:3]([C@H:6]([C:12]2[CH:17]=[CH:16][C:15]([O:18][CH2:19][C:20]3[S:21][C:22]([C:25]4[CH:30]=[CH:29][C:28]([C:31]([F:34])([F:33])[F:32])=[CH:27][CH:26]=4)=[CH:23][CH:24]=3)=[CH:14][CH:13]=2)[CH2:7][C:8]([O:10]C)=[O:9])=[N:2]1.[Li+].[OH-], predict the reaction product. The product is: [O:1]1[CH:5]=[CH:4][C:3]([C@H:6]([C:12]2[CH:13]=[CH:14][C:15]([O:18][CH2:19][C:20]3[S:21][C:22]([C:25]4[CH:26]=[CH:27][C:28]([C:31]([F:34])([F:32])[F:33])=[CH:29][CH:30]=4)=[CH:23][CH:24]=3)=[CH:16][CH:17]=2)[CH2:7][C:8]([OH:10])=[O:9])=[N:2]1. (7) Given the reactants [CH:1]1([OH:6])[CH2:5][CH2:4][CH2:3][CH2:2]1.ClC(Cl)(O[C:11](=[O:17])OC(Cl)(Cl)Cl)Cl.[NH2:19][C:20]1[CH:21]=[C:22]([N:26]2[C:31](=[O:32])[C:30]([CH2:33][C:34]3[CH:39]=[CH:38][CH:37]=[CH:36][CH:35]=3)=[N:29][C:28]3[CH:40]=[CH:41][CH:42]=[N:43][C:27]2=3)[CH:23]=[CH:24][CH:25]=1.C(=O)(O)[O-].[Na+], predict the reaction product. The product is: [CH2:33]([C:30]1[C:31](=[O:32])[N:26]([C:22]2[CH:23]=[CH:24][CH:25]=[C:20]([NH:19][C:11]([O:6][CH:1]3[CH2:5][CH2:4][CH2:3][CH2:2]3)=[O:17])[CH:21]=2)[C:27]2[N:43]=[CH:42][CH:41]=[CH:40][C:28]=2[N:29]=1)[C:34]1[CH:35]=[CH:36][CH:37]=[CH:38][CH:39]=1.